From a dataset of Forward reaction prediction with 1.9M reactions from USPTO patents (1976-2016). Predict the product of the given reaction. Given the reactants C(Cl)(=O)C(Cl)=O.CS(C)=O.[CH2:11]([O:13][C:14](=[O:27])[CH2:15][CH:16]([C:20]1[CH:21]=[N:22][C:23]([CH3:26])=[N:24][CH:25]=1)[CH2:17][CH2:18][OH:19])[CH3:12].CCN(CC)CC, predict the reaction product. The product is: [CH2:11]([O:13][C:14](=[O:27])[CH2:15][CH:16]([C:20]1[CH:21]=[N:22][C:23]([CH3:26])=[N:24][CH:25]=1)[CH2:17][CH:18]=[O:19])[CH3:12].